The task is: Predict the reactants needed to synthesize the given product.. This data is from Full USPTO retrosynthesis dataset with 1.9M reactions from patents (1976-2016). (1) Given the product [N+:25]([C:21]1[CH:20]=[C:19]([C:17]2[N:12]=[C:10]([NH:9][C:4]3[CH:5]=[CH:6][CH:7]=[CH:8][C:3]=3[C:2]([F:13])([F:1])[F:14])[S:11][CH:16]=2)[CH:24]=[CH:23][CH:22]=1)([O-:27])=[O:26], predict the reactants needed to synthesize it. The reactants are: [F:1][C:2]([F:14])([F:13])[C:3]1[CH:8]=[CH:7][CH:6]=[CH:5][C:4]=1[NH:9][C:10]([NH2:12])=[S:11].Br[CH2:16][C:17]([C:19]1[CH:24]=[CH:23][CH:22]=[C:21]([N+:25]([O-:27])=[O:26])[CH:20]=1)=O. (2) Given the product [F:10][C:11]1[CH:19]=[C:18]2[C:14]([C:1]([CH2:2][N:8]([CH3:9])[CH3:7])=[CH:16][NH:17]2)=[CH:13][CH:12]=1, predict the reactants needed to synthesize it. The reactants are: [C:1](O)(=O)[CH3:2].C=O.[CH3:7][NH:8][CH3:9].[F:10][C:11]1[CH:19]=[C:18]2[C:14](C=[CH:16][NH:17]2)=[CH:13][CH:12]=1. (3) Given the product [NH2:9][C:8]1[C:7]2[C:6]([C:10]3[O:11][CH:12]=[CH:13][CH:14]=3)=[N:5][C:4]([S:15][CH3:16])=[N:3][C:2]=2[S:19][C:20]=1[C:21]([NH2:23])=[O:22], predict the reactants needed to synthesize it. The reactants are: Cl[C:2]1[C:7]([C:8]#[N:9])=[C:6]([C:10]2[O:11][CH:12]=[CH:13][CH:14]=2)[N:5]=[C:4]([S:15][CH3:16])[N:3]=1.[OH-].[K+].[SH:19][CH2:20][C:21]([NH2:23])=[O:22]. (4) Given the product [CH3:1][O:2][C:3]1[C:4]([C:14]([OH:16])=[O:15])=[CH:5][N:6]2[CH2:11][CH2:10][N:9]([CH3:12])[C:8](=[O:13])[C:7]=12, predict the reactants needed to synthesize it. The reactants are: [CH3:1][O:2][C:3]1[C:4]([C:14]([O:16]CC)=[O:15])=[CH:5][N:6]2[CH2:11][CH2:10][N:9]([CH3:12])[C:8](=[O:13])[C:7]=12.[OH-].[Na+].Cl. (5) Given the product [Cl:27][C:28]1[CH:29]=[C:30]([CH:33]=[CH:34][CH:35]=1)[CH2:31][O:7][C:6](=[O:8])[C:5]1[CH:9]=[CH:10][C:2]([Cl:1])=[C:3]([NH:11][C:12]([C:14]2[C:25](=[O:26])[NH:24][C:17]3[N:18]=[C:19]([O:22][CH3:23])[N:20]=[CH:21][C:16]=3[CH:15]=2)=[O:13])[CH:4]=1, predict the reactants needed to synthesize it. The reactants are: [Cl:1][C:2]1[CH:10]=[CH:9][C:5]([C:6]([OH:8])=[O:7])=[CH:4][C:3]=1[NH:11][C:12]([C:14]1[C:25](=[O:26])[NH:24][C:17]2[N:18]=[C:19]([O:22][CH3:23])[N:20]=[CH:21][C:16]=2[CH:15]=1)=[O:13].[Cl:27][C:28]1[CH:29]=[C:30]([CH:33]=[CH:34][CH:35]=1)[CH2:31]Br.[F-].C([N+](CCCC)(CCCC)CCCC)CCC. (6) Given the product [C:1]([C:5]1[CH:6]=[C:7]2[C:12](=[CH:13][CH:14]=1)[N:11]=[C:10]1[S:15][C:16]([C:18]([OH:23])=[O:20])=[CH:17][C:9]1=[CH:8]2)([CH3:4])([CH3:3])[CH3:2], predict the reactants needed to synthesize it. The reactants are: [C:1]([C:5]1[CH:6]=[C:7]2[C:12](=[CH:13][CH:14]=1)[N:11]=[C:10]1[S:15][C:16]([C:18]#N)=[CH:17][C:9]1=[CH:8]2)([CH3:4])([CH3:3])[CH3:2].[OH-:20].[Na+].P(=O)(O)(O)[OH:23].